Dataset: Catalyst prediction with 721,799 reactions and 888 catalyst types from USPTO. Task: Predict which catalyst facilitates the given reaction. (1) Reactant: [Cl:1][C:2]1[S:6][C:5]([C:7]([NH:9][CH2:10][C@@H:11]2[O:15][C:14](=[O:16])[N:13]([C:17]3[CH:22]=[CH:21][C:20]([N:23]4[CH2:28][CH2:27][O:26][CH:25]([CH2:29][CH2:30][CH2:31][OH:32])[C:24]4=[O:33])=[CH:19][CH:18]=3)[CH2:12]2)=[O:8])=[CH:4][CH:3]=1.[C:34]1(=[O:40])[O:39][C:37](=[O:38])[CH2:36][CH2:35]1.N1C=CC=CC=1. Product: [Cl:1][C:2]1[S:6][C:5]([C:7]([NH:9][CH2:10][C@@H:11]2[O:15][C:14](=[O:16])[N:13]([C:17]3[CH:18]=[CH:19][C:20]([N:23]4[CH2:28][CH2:27][O:26][CH:25]([CH2:29][CH2:30][CH2:31][O:32][C:34](=[O:40])[CH2:35][CH2:36][C:37]([OH:39])=[O:38])[C:24]4=[O:33])=[CH:21][CH:22]=3)[CH2:12]2)=[O:8])=[CH:4][CH:3]=1. The catalyst class is: 241. (2) Reactant: [OH:1][C@H:2]1[CH2:7][CH2:6][C@H:5]([N:8]2[C:13](=[O:14])[C:12]([CH2:15][C:16]3[CH:21]=[CH:20][C:19]([C:22]4[C:23]([C:28]#[N:29])=[CH:24][CH:25]=[CH:26][CH:27]=4)=[CH:18][CH:17]=3)=[C:11]([CH2:30][CH2:31][CH3:32])[N:10]3[N:33]=[C:34]([CH3:36])[N:35]=[C:9]23)[CH2:4][CH2:3]1.[CH3:37][S:38]([CH3:40])=O.C(OC(=O)C)(=O)C. Product: [CH3:36][C:34]1[N:35]=[C:9]2[N:8]([C@H:5]3[CH2:6][CH2:7][C@H:2]([O:1][CH2:37][S:38][CH3:40])[CH2:3][CH2:4]3)[C:13](=[O:14])[C:12]([CH2:15][C:16]3[CH:21]=[CH:20][C:19]([C:22]4[C:23]([C:28]#[N:29])=[CH:24][CH:25]=[CH:26][CH:27]=4)=[CH:18][CH:17]=3)=[C:11]([CH2:30][CH2:31][CH3:32])[N:10]2[N:33]=1. The catalyst class is: 6. (3) Reactant: [F:1][C:2]1[CH:25]=[C:24]([F:26])[CH:23]=[C:22]([F:27])[C:3]=1[C:4]([NH:6][C:7]1[CH:12]=[CH:11][CH:10]=[C:9]([C:13]([CH:15]2[CH2:20][CH2:19][N:18]([CH3:21])[CH2:17][CH2:16]2)=[O:14])[N:8]=1)=[O:5].NC1N=C(C(C2CCN(C)CC2)=O)C=CC=1.FC1C=C(F)C=C(F)C=1C(Cl)=O. Product: [F:1][C:2]1[CH:25]=[C:24]([F:26])[CH:23]=[C:22]([F:27])[C:3]=1[C:4]([NH:6][CH:7]1[CH2:12][CH2:11][CH2:10][CH:9]([C:13]([CH:15]2[CH2:16][CH2:17][N:18]([CH3:21])[CH2:19][CH2:20]2)=[O:14])[NH:8]1)=[O:5]. The catalyst class is: 159. (4) Reactant: [Si:1]([O:8][CH2:9][CH:10]([OH:15])[CH2:11][N:12]([CH3:14])[CH3:13])([C:4]([CH3:7])([CH3:6])[CH3:5])([CH3:3])[CH3:2].[H-].[Na+].CS(O[CH2:23][CH2:24][CH2:25][CH2:26][CH2:27][CH2:28][CH2:29][CH2:30]/[CH:31]=[CH:32]\[CH2:33]/[CH:34]=[CH:35]\[CH2:36][CH2:37][CH2:38][CH2:39][CH3:40])(=O)=O. Product: [Si:1]([O:8][CH2:9][CH:10]([O:15][CH2:23][CH2:24][CH2:25][CH2:26][CH2:27][CH2:28][CH2:29][CH2:30]/[CH:31]=[CH:32]\[CH2:33]/[CH:34]=[CH:35]\[CH2:36][CH2:37][CH2:38][CH2:39][CH3:40])[CH2:11][N:12]([CH3:14])[CH3:13])([C:4]([CH3:7])([CH3:6])[CH3:5])([CH3:3])[CH3:2]. The catalyst class is: 11. (5) Reactant: [CH3:1][N:2]1[C:10]2[CH2:9][CH2:8][CH2:7][C:6](=[O:11])[C:5]=2[CH:4]=[N:3]1.[Li]CCCC.[Cl:17][C:18]1[C:19]2[N:20]([CH:24]=[N:25][CH:26]=2)[CH:21]=[CH:22][N:23]=1. Product: [Cl:17][C:18]1[C:19]2[N:20]([C:24]([C:6]3([OH:11])[CH2:7][CH2:8][CH2:9][C:10]4[N:2]([CH3:1])[N:3]=[CH:4][C:5]3=4)=[N:25][CH:26]=2)[CH:21]=[CH:22][N:23]=1. The catalyst class is: 20. (6) Reactant: [H-].[Na+].[OH:3][C:4]1([C:12]2[S:13][C:14]([C:17]3[CH:18]=[C:19]([N:24]([C:32]4[N:37]=[C:36]([C:38]([F:41])([F:40])[F:39])[CH:35]=[CH:34][N:33]=4)[C:25](=[O:31])[O:26][C:27]([CH3:30])([CH3:29])[CH3:28])[CH:20]=[C:21]([CH3:23])[CH:22]=3)=[CH:15][N:16]=2)[CH2:10][CH2:9][C:8](=[O:11])[NH:7][CH2:6][CH2:5]1.Br[CH2:43][CH2:44][O:45][Si](C(C)(C)C)(C)C. Product: [OH:45][CH2:44][CH2:43][O:3][C:4]1([C:12]2[S:13][C:14]([C:17]3[CH:18]=[C:19]([N:24]([C:32]4[N:37]=[C:36]([C:38]([F:40])([F:41])[F:39])[CH:35]=[CH:34][N:33]=4)[C:25](=[O:31])[O:26][C:27]([CH3:30])([CH3:29])[CH3:28])[CH:20]=[C:21]([CH3:23])[CH:22]=3)=[CH:15][N:16]=2)[CH2:10][CH2:9][C:8](=[O:11])[NH:7][CH2:6][CH2:5]1. The catalyst class is: 3.